Dataset: NCI-60 drug combinations with 297,098 pairs across 59 cell lines. Task: Regression. Given two drug SMILES strings and cell line genomic features, predict the synergy score measuring deviation from expected non-interaction effect. (1) Drug 1: CNC(=O)C1=NC=CC(=C1)OC2=CC=C(C=C2)NC(=O)NC3=CC(=C(C=C3)Cl)C(F)(F)F. Drug 2: CCN(CC)CCCC(C)NC1=C2C=C(C=CC2=NC3=C1C=CC(=C3)Cl)OC. Cell line: OVCAR-5. Synergy scores: CSS=6.55, Synergy_ZIP=-2.28, Synergy_Bliss=-0.660, Synergy_Loewe=-22.7, Synergy_HSA=-3.58. (2) Drug 1: C(=O)(N)NO. Drug 2: CC1C(C(CC(O1)OC2CC(CC3=C2C(=C4C(=C3O)C(=O)C5=CC=CC=C5C4=O)O)(C(=O)C)O)N)O. Cell line: NCI/ADR-RES. Synergy scores: CSS=17.4, Synergy_ZIP=-5.15, Synergy_Bliss=-2.16, Synergy_Loewe=-12.4, Synergy_HSA=-1.70. (3) Drug 1: C1=CN(C(=O)N=C1N)C2C(C(C(O2)CO)O)O.Cl. Drug 2: C(=O)(N)NO. Cell line: NCI/ADR-RES. Synergy scores: CSS=47.2, Synergy_ZIP=-0.714, Synergy_Bliss=-1.87, Synergy_Loewe=-49.1, Synergy_HSA=-1.94. (4) Drug 1: C1=CC(=CC=C1C#N)C(C2=CC=C(C=C2)C#N)N3C=NC=N3. Drug 2: COC1=NC(=NC2=C1N=CN2C3C(C(C(O3)CO)O)O)N. Cell line: SK-MEL-28. Synergy scores: CSS=1.15, Synergy_ZIP=0.701, Synergy_Bliss=1.83, Synergy_Loewe=-2.29, Synergy_HSA=-1.71. (5) Drug 1: CC1=C2C(C(=O)C3(C(CC4C(C3C(C(C2(C)C)(CC1OC(=O)C(C(C5=CC=CC=C5)NC(=O)OC(C)(C)C)O)O)OC(=O)C6=CC=CC=C6)(CO4)OC(=O)C)OC)C)OC. Drug 2: CC1C(C(CC(O1)OC2CC(CC3=C2C(=C4C(=C3O)C(=O)C5=C(C4=O)C(=CC=C5)OC)O)(C(=O)C)O)N)O.Cl. Cell line: SR. Synergy scores: CSS=96.0, Synergy_ZIP=12.4, Synergy_Bliss=12.4, Synergy_Loewe=11.7, Synergy_HSA=14.2.